The task is: Binary Classification. Given a miRNA mature sequence and a target amino acid sequence, predict their likelihood of interaction.. This data is from Experimentally validated miRNA-target interactions with 360,000+ pairs, plus equal number of negative samples. The miRNA is mmu-miR-337-3p with sequence UCAGCUCCUAUAUGAUGCCUUU. The protein sequence of the target gene is MAPPVSERGLKSVVWRKIKTAVFDDCRKEGEWKIMLLDEFTTKLLSSCCKMTDLLEEGITVIENIYKNREPVRQMKALYFISPTPKSVDCFLRDFGSKSEKKYKAAYIYFTDFCPDSLFNKIKASCSKSIRRCKEINISFIPQESQVYTLDVPDAFYYCYSPDPSNASRKEVVMEAMAEQIVTVCATLDENPGVRYKSKPLDNASKLAQLVEKKLEDYYKIDEKGLIKGKTQSQLLIIDRGFDPVSTVLHELTFQAMAYDLLPIENDTYKYKTDGKEKEAVLEEDDDLWVRVRHRHIAVV.... Result: 0 (no interaction).